This data is from Full USPTO retrosynthesis dataset with 1.9M reactions from patents (1976-2016). The task is: Predict the reactants needed to synthesize the given product. (1) Given the product [F:42][C:43]([F:49])([F:48])[S:44]([O:1][C:2]1[CH:10]=[CH:9][C:8]([C:11]2[N:12]([C:27]([O:29][C:30]([CH3:31])([CH3:33])[CH3:32])=[O:28])[C:13]3[C:18]([CH:19]=2)=[CH:17][C:16]([CH2:20][N:21]2[CH2:26][CH2:25][CH2:24][CH2:23][CH2:22]2)=[CH:15][CH:14]=3)=[C:7]2[C:3]=1[CH2:4][NH:5][C:6]2=[O:34])(=[O:46])=[O:45], predict the reactants needed to synthesize it. The reactants are: [OH:1][C:2]1[CH:10]=[CH:9][C:8]([C:11]2[N:12]([C:27]([O:29][C:30]([CH3:33])([CH3:32])[CH3:31])=[O:28])[C:13]3[C:18]([CH:19]=2)=[CH:17][C:16]([CH2:20][N:21]2[CH2:26][CH2:25][CH2:24][CH2:23][CH2:22]2)=[CH:15][CH:14]=3)=[C:7]2[C:3]=1[CH2:4][NH:5][C:6]2=[O:34].C(N(CC)CC)C.[F:42][C:43]([F:49])([F:48])[S:44](Cl)(=[O:46])=[O:45]. (2) Given the product [CH:29]1([C:26]2[CH:25]=[N:24][C:23]([NH:1][C:2]3[CH:7]=[CH:6][C:5]([C@H:8]4[O:13][CH2:12][CH2:11][N:10]([C:14]([O:16][C:17]([CH3:18])([CH3:20])[CH3:19])=[O:15])[CH2:9]4)=[C:4]([F:21])[CH:3]=3)=[N:28][CH:27]=2)[CH2:31][CH2:30]1, predict the reactants needed to synthesize it. The reactants are: [NH2:1][C:2]1[CH:7]=[CH:6][C:5]([C@H:8]2[O:13][CH2:12][CH2:11][N:10]([C:14]([O:16][C:17]([CH3:20])([CH3:19])[CH3:18])=[O:15])[CH2:9]2)=[C:4]([F:21])[CH:3]=1.Cl[C:23]1[N:28]=[CH:27][C:26]([CH:29]2[CH2:31][CH2:30]2)=[CH:25][N:24]=1.C(=O)([O-])[O-].[Cs+].[Cs+]. (3) Given the product [C:23]([O:1][C:2]1[CH:15]=[CH:14][C:13]2[O:12][C:11]3[C:6](=[CH:7][CH:8]=[CH:9][CH:10]=3)[C:5](=[O:16])[C:4]=2[CH:3]=1)#[C:24][CH3:25], predict the reactants needed to synthesize it. The reactants are: [OH:1][C:2]1[CH:15]=[CH:14][C:13]2[O:12][C:11]3[C:6](=[CH:7][CH:8]=[CH:9][CH:10]=3)[C:5](=[O:16])[C:4]=2[CH:3]=1.C([O-])([O-])=O.[K+].[K+].[CH2:23](Br)[C:24]#[CH:25]. (4) The reactants are: [C:1]([OH:7])([C:3]([F:6])([F:5])[F:4])=[O:2].[CH3:8][C:9]1[CH:14]=[C:13]([CH3:15])[CH:12]=[C:11]([CH3:16])[C:10]=1[NH:17][C:18]([NH:20][C:21]1[C:22]([C:31]([N:33]2[CH2:44][CH2:43][CH2:42][C@@H:34]2[C:35]([O:37]C(C)(C)C)=[O:36])=[O:32])=[CH:23][C:24]2[C:29]([CH:30]=1)=[CH:28][CH:27]=[CH:26][CH:25]=2)=[O:19].[OH-].[Na+].CC#N. Given the product [C:1]([OH:7])([C:3]([F:6])([F:5])[F:4])=[O:2].[OH2:19].[CH3:8][C:9]1[CH:14]=[C:13]([CH3:15])[CH:12]=[C:11]([CH3:16])[C:10]=1[NH:17][C:18]([NH:20][C:21]1[C:22]([C:31]([N:33]2[CH2:44][CH2:43][CH2:42][C@@H:34]2[C:35]([OH:37])=[O:36])=[O:32])=[CH:23][C:24]2[C:29]([CH:30]=1)=[CH:28][CH:27]=[CH:26][CH:25]=2)=[O:19], predict the reactants needed to synthesize it. (5) Given the product [NH2:28][C:23]1[C:22]([C:18]2[N:17]=[C:16]([NH:15][C:12]3[N:11]=[CH:10][C:9]4[N:8]=[C:7]([CH3:31])[N:6]([CH:3]([CH3:4])[CH3:5])[C:14]=4[CH:13]=3)[CH:21]=[CH:20][N:19]=2)=[CH:26][N:25]([CH3:27])[N:24]=1, predict the reactants needed to synthesize it. The reactants are: [Cl-].[NH4+].[CH:3]([N:6]1[C:14]2[CH:13]=[C:12]([NH:15][C:16]3[CH:21]=[CH:20][N:19]=[C:18]([C:22]4[C:23]([N+:28]([O-])=O)=[N:24][N:25]([CH3:27])[CH:26]=4)[N:17]=3)[N:11]=[CH:10][C:9]=2[N:8]=[C:7]1[CH3:31])([CH3:5])[CH3:4].